The task is: Predict the reactants needed to synthesize the given product.. This data is from Full USPTO retrosynthesis dataset with 1.9M reactions from patents (1976-2016). (1) Given the product [Cl:40][C:37]1[C:38]([CH3:39])=[C:33]([NH:32][C:14](=[O:16])[CH2:13][CH2:12][C@@H:11]([C:17]([OH:19])=[O:18])[NH2:10])[CH:34]=[C:35]([S:41]([OH:44])(=[O:43])=[O:42])[CH:36]=1, predict the reactants needed to synthesize it. The reactants are: CCN(C(C)C)C(C)C.[NH:10](C(OC(C)(C)C)=O)[C@H:11]([C:17]([O:19]C(C)(C)C)=[O:18])[CH2:12][CH2:13][C:14](=[O:16])O.Cl.[NH2:32][C:33]1[CH:34]=[C:35]([S:41]([OH:44])(=[O:43])=[O:42])[CH:36]=[C:37]([Cl:40])[C:38]=1[CH3:39].C1C=NC2N(O)N=NC=2C=1.CN(C(ON1N=NC2C=CC=NC1=2)=[N+](C)C)C.F[P-](F)(F)(F)(F)F. (2) Given the product [C:13]1([S:19]([N:10]2[C:7]3=[N:8][CH:9]=[C:4]([Br:3])[CH:5]=[C:6]3[CH:12]=[CH:11]2)(=[O:21])=[O:20])[CH:18]=[CH:17][CH:16]=[CH:15][CH:14]=1, predict the reactants needed to synthesize it. The reactants are: [OH-].[Na+].[Br:3][C:4]1[CH:5]=[C:6]2[CH:12]=[CH:11][NH:10][C:7]2=[N:8][CH:9]=1.[C:13]1([S:19](Cl)(=[O:21])=[O:20])[CH:18]=[CH:17][CH:16]=[CH:15][CH:14]=1. (3) Given the product [CH3:27][C:26]1[CH:25]=[CH:24][C:14]([C:15]([NH:17][C:18]2[N:22]([CH3:23])[N:21]=[CH:20][CH:19]=2)=[O:16])=[CH:13][C:12]=1[C:8]1[CH:7]=[C:6]2[C:11](=[CH:10][CH:9]=1)[C:2]([C:29]1[CH:30]=[CH:31][CH:32]=[CH:33][C:28]=1[CH3:37])=[N:3][N:4]=[CH:5]2, predict the reactants needed to synthesize it. The reactants are: Cl[C:2]1[C:11]2[C:6](=[CH:7][C:8]([C:12]3[CH:13]=[C:14]([CH:24]=[CH:25][C:26]=3[CH3:27])[C:15]([NH:17][C:18]3[N:22]([CH3:23])[N:21]=[CH:20][CH:19]=3)=[O:16])=[CH:9][CH:10]=2)[CH:5]=[N:4][N:3]=1.[C:28]1([CH3:37])[CH:33]=[CH:32][CH:31]=[CH:30][C:29]=1B(O)O.C(=O)([O-])[O-].[K+].[K+]. (4) Given the product [Cl:40][C:41]1[CH:48]=[CH:47][C:44]([C:45]2[N:20]=[C:14]([C:15]([O:17][CH2:18][CH3:19])=[O:16])[CH:13]=[CH:12][C:11]=2[C:4]2[C:5]([O:9][CH3:10])=[CH:6][CH:7]=[CH:8][C:3]=2[O:2][CH3:1])=[CH:43][C:42]=1[OH:49], predict the reactants needed to synthesize it. The reactants are: [CH3:1][O:2][C:3]1[CH:8]=[CH:7][CH:6]=[C:5]([O:9][CH3:10])[C:4]=1/[CH:11]=[CH:12]/[CH:13]=[C:14](/[N:20]=P(C1C=CC=CC=1)(C1C=CC=CC=1)C1C=CC=CC=1)\[C:15]([O:17][CH2:18][CH3:19])=[O:16].[Cl:40][C:41]1[CH:48]=[CH:47][C:44]([CH:45]=O)=[CH:43][C:42]=1[OH:49]. (5) Given the product [CH3:27][C:23]1[N:22]=[C:21]([C:2]#[C:1][C:3]2[CH:4]=[CH:5][C:6]3[N:7]([N:9]=[CH:10][N:11]=3)[CH:8]=2)[CH:26]=[CH:25][CH:24]=1, predict the reactants needed to synthesize it. The reactants are: [C:1]([C:3]1[CH:4]=[CH:5][C:6]2[N:7]([N:9]=[CH:10][N:11]=2)[CH:8]=1)#[CH:2].CN(CCN(C)C)C.Br[C:21]1[CH:26]=[CH:25][CH:24]=[C:23]([CH3:27])[N:22]=1. (6) The reactants are: [N:1]1[CH:6]=[CH:5][C:4]([NH2:7])=[N:3][CH:2]=1.C(N(C(C)C)C(C)C)C.ClC(Cl)(O[C:21](=[O:27])OC(Cl)(Cl)Cl)Cl.[NH2:29][C:30]1[CH:35]=[CH:34][C:33]([C:36]([N:38]2[CH2:43][CH2:42][N:41]([CH2:44][C:45]3[CH:50]=[CH:49][C:48]([C:51]([O:60][Si](C(C)(C)C)(C)C)([C:56]([F:59])([F:58])[F:57])[C:52]([F:55])([F:54])[F:53])=[CH:47][CH:46]=3)[CH2:40][CH2:39]2)=[O:37])=[CH:32][C:31]=1[F:68]. Given the product [F:68][C:31]1[CH:32]=[C:33]([C:36]([N:38]2[CH2:39][CH2:40][N:41]([CH2:44][C:45]3[CH:50]=[CH:49][C:48]([C:51]([OH:60])([C:52]([F:53])([F:54])[F:55])[C:56]([F:58])([F:59])[F:57])=[CH:47][CH:46]=3)[CH2:42][CH2:43]2)=[O:37])[CH:34]=[CH:35][C:30]=1[NH:29][C:21]([NH:7][C:4]1[CH:5]=[CH:6][N:1]=[CH:2][N:3]=1)=[O:27], predict the reactants needed to synthesize it.